From a dataset of Forward reaction prediction with 1.9M reactions from USPTO patents (1976-2016). Predict the product of the given reaction. (1) Given the reactants [NH2:1][CH:2]1[CH2:7][CH2:6][N:5]([C:8]2[N:13]=[C:12]([C:14]3[C:22]4[C:17](=[CH:18][CH:19]=[C:20]([C:23]([O:25]C)=[O:24])[CH:21]=4)[NH:16][CH:15]=3)[CH:11]=[N:10][CH:9]=2)[CH2:4][CH2:3]1.[OH-].[Na+].Cl, predict the reaction product. The product is: [NH2:1][CH:2]1[CH2:3][CH2:4][N:5]([C:8]2[N:13]=[C:12]([C:14]3[C:22]4[C:17](=[CH:18][CH:19]=[C:20]([C:23]([OH:25])=[O:24])[CH:21]=4)[NH:16][CH:15]=3)[CH:11]=[N:10][CH:9]=2)[CH2:6][CH2:7]1. (2) The product is: [F:1][C:2]([F:11])([CH3:10])/[CH:3]=[CH:4]/[C:5]([OH:7])=[O:6]. Given the reactants [F:1][C:2]([F:11])([CH3:10])/[CH:3]=[CH:4]/[C:5]([O:7]CC)=[O:6].[OH-].[Na+].Cl, predict the reaction product. (3) Given the reactants C([Li])CCC.CCCCCC.Br[C:13]1[CH:29]=[CH:28][C:16]([O:17][Si:18]([CH:25]([CH3:27])[CH3:26])([CH:22]([CH3:24])[CH3:23])[CH:19]([CH3:21])[CH3:20])=[CH:15][C:14]=1[O:30][CH3:31].[Na].[Cl:33][C:34]1[CH:35]=[C:36]2[C:40](=[CH:41][CH:42]=1)[NH:39][C:38](=[O:43])[C:37]2=[O:44].ClC1C=C2C(=CC=1)NC(=O)C2=O.[H-].[Na+].[Cl-].[NH4+], predict the reaction product. The product is: [Cl:33][C:34]1[CH:35]=[C:36]2[C:40](=[CH:41][CH:42]=1)[NH:39][C:38](=[O:43])[C:37]2([OH:44])[C:13]1[CH:29]=[CH:28][C:16]([O:17][Si:18]([CH:25]([CH3:27])[CH3:26])([CH:22]([CH3:24])[CH3:23])[CH:19]([CH3:21])[CH3:20])=[CH:15][C:14]=1[O:30][CH3:31]. (4) Given the reactants [Cl:1][C:2]1[C:7]2[C:8]([CH3:12])=[N:9][N:10]([CH3:11])[C:6]=2[CH:5]=[C:4]([C:13]2[CH:18]=[CH:17][C:16]([F:19])=[CH:15][CH:14]=2)[N:3]=1.[Cl:20][C:21]1[CH:22]=[C:23]([CH:25]=[CH:26][C:27]=1[O:28][CH3:29])[NH2:24], predict the reaction product. The product is: [ClH:1].[Cl:20][C:21]1[CH:22]=[C:23]([NH:24][C:2]2[C:7]3[C:8]([CH3:12])=[N:9][N:10]([CH3:11])[C:6]=3[CH:5]=[C:4]([C:13]3[CH:18]=[CH:17][C:16]([F:19])=[CH:15][CH:14]=3)[N:3]=2)[CH:25]=[CH:26][C:27]=1[O:28][CH3:29].[Cl:20][C:21]1[CH:22]=[C:23]([NH:24][C:2]2[C:7]3[C:8]([CH3:12])=[N:9][N:10]([CH3:11])[C:6]=3[CH:5]=[C:4]([C:13]3[CH:18]=[CH:17][C:16]([F:19])=[CH:15][CH:14]=3)[N:3]=2)[CH:25]=[CH:26][C:27]=1[O:28][CH3:29]. (5) Given the reactants [ClH:1].C(OC([N:9]1[CH2:14][CH2:13][N:12]([C:15]2[CH:20]=[CH:19][C:18]([NH:21][C:22]([C:24]3[N:25]=[C:26]([C:33]4[CH:38]=[CH:37][CH:36]=[CH:35][CH:34]=4)[O:27][C:28]=3[C:29]([F:32])([F:31])[F:30])=[O:23])=[CH:17][CH:16]=2)[CH2:11][CH2:10]1)=O)(C)(C)C, predict the reaction product. The product is: [ClH:1].[N:12]1([C:15]2[CH:20]=[CH:19][C:18]([NH:21][C:22]([C:24]3[N:25]=[C:26]([C:33]4[CH:38]=[CH:37][CH:36]=[CH:35][CH:34]=4)[O:27][C:28]=3[C:29]([F:31])([F:30])[F:32])=[O:23])=[CH:17][CH:16]=2)[CH2:13][CH2:14][NH:9][CH2:10][CH2:11]1. (6) Given the reactants [Cl:1][C:2]1[N:10]=[C:9]2[C:5]([N:6]=[CH:7][N:8]2[CH:11]2[CH2:15][CH2:14][CH2:13][CH2:12]2)=[C:4](Cl)[N:3]=1.[NH2:17][CH2:18][CH2:19][O:20][CH2:21][CH2:22][OH:23], predict the reaction product. The product is: [Cl:1][C:2]1[N:10]=[C:9]2[C:5]([N:6]=[CH:7][N:8]2[CH:11]2[CH2:15][CH2:14][CH2:13][CH2:12]2)=[C:4]([NH:17][CH2:18][CH2:19][O:20][CH2:21][CH2:22][OH:23])[N:3]=1.